Dataset: Catalyst prediction with 721,799 reactions and 888 catalyst types from USPTO. Task: Predict which catalyst facilitates the given reaction. (1) Reactant: [NH2:1][C:2]1[CH:3]=[C:4]2[C:9](=[CH:10][CH:11]=1)[CH2:8][N:7]([C:12]([O:14][C:15]([CH3:18])([CH3:17])[CH3:16])=[O:13])[CH2:6][CH2:5]2.CS(O[CH2:24][CH2:25][CH2:26][CH:27]1[CH2:32][CH2:31][N:30]([C:33]([O:35][CH:36]([CH3:38])[CH3:37])=[O:34])[CH2:29][CH2:28]1)(=O)=O.C([O-])([O-])=O.[Cs+].[Cs+]. Product: [CH:36]([O:35][C:33]([N:30]1[CH2:31][CH2:32][CH:27]([CH2:26][CH2:25][CH2:24][NH:1][C:2]2[CH:3]=[C:4]3[C:9](=[CH:10][CH:11]=2)[CH2:8][N:7]([C:12]([O:14][C:15]([CH3:18])([CH3:17])[CH3:16])=[O:13])[CH2:6][CH2:5]3)[CH2:28][CH2:29]1)=[O:34])([CH3:38])[CH3:37]. The catalyst class is: 23. (2) Reactant: [CH2:1]([O:3][C:4]([C:6]1[CH:15]=[C:14]([OH:16])[C:13]2[C:8](=[CH:9][CH:10]=[CH:11][CH:12]=2)[N:7]=1)=[O:5])[CH3:2].C(=O)([O-])[O-].[K+].[K+].[CH2:23]([O:30][C:31](=[O:34])[CH2:32]Br)[C:24]1[CH:29]=[CH:28][CH:27]=[CH:26][CH:25]=1. Product: [CH2:1]([O:3][C:4]([C:6]1[CH:15]=[C:14]([O:16][CH2:32][C:31]([O:30][CH2:23][C:24]2[CH:29]=[CH:28][CH:27]=[CH:26][CH:25]=2)=[O:34])[C:13]2[C:8](=[CH:9][CH:10]=[CH:11][CH:12]=2)[N:7]=1)=[O:5])[CH3:2]. The catalyst class is: 18. (3) Reactant: Cl[C:2]1[C:11]2[C:6](=[CH:7][C:8]([O:14][CH3:15])=[CH:9][C:10]=2[O:12][CH3:13])[N:5]=[CH:4][N:3]=1.[NH2:16][C:17]1[CH:21]=[C:20]([CH2:22][C:23]([NH:25][C:26]2[CH:31]=[CH:30][CH:29]=[C:28]([F:32])[C:27]=2[F:33])=[O:24])[NH:19][N:18]=1.C(OCC)C. Product: [F:33][C:27]1[C:28]([F:32])=[CH:29][CH:30]=[CH:31][C:26]=1[NH:25][C:23](=[O:24])[CH2:22][C:20]1[NH:19][N:18]=[C:17]([NH:16][C:2]2[C:11]3[C:6](=[CH:7][C:8]([O:14][CH3:15])=[CH:9][C:10]=3[O:12][CH3:13])[N:5]=[CH:4][N:3]=2)[CH:21]=1. The catalyst class is: 32.